This data is from Forward reaction prediction with 1.9M reactions from USPTO patents (1976-2016). The task is: Predict the product of the given reaction. (1) The product is: [CH2:27]([O:15][C:13]([CH:12]1[CH2:10][CH:11]([C:21]2[CH:24]=[CH:25][C:18]([F:17])=[CH:19][CH:20]=2)[C:3]2[C:4](=[CH:6][C:7]([Cl:9])=[CH:8][C:2]=2[Cl:1])[NH:5]1)=[O:14])[CH3:28]. Given the reactants [Cl:1][C:2]1[CH:3]=[C:4]([CH:6]=[C:7]([Cl:9])[CH:8]=1)[NH2:5].[CH2:10]([C:12](=O)[C:13]([O-:15])=[O:14])[CH3:11].[F:17][C:18]1[CH:25]=[CH:24][C:21](C=C)=[CH:20][CH:19]=1.F[C:27](F)(F)[C:28](O)=O, predict the reaction product. (2) Given the reactants [Br:1][C:2]1[CH:3]=[CH:4][C:5]([CH3:12])=[C:6]([S:8](Cl)(=[O:10])=[O:9])[CH:7]=1.[OH-].[NH4+:14], predict the reaction product. The product is: [Br:1][C:2]1[CH:3]=[CH:4][C:5]([CH3:12])=[C:6]([S:8]([NH2:14])(=[O:10])=[O:9])[CH:7]=1. (3) Given the reactants C(OC(=O)[NH:10][C:11]1[CH:12]=[CH:13][CH:14]=[C:15]2[C:19]=1[NH:18][CH:17]=[C:16]2[C:20]1([CH2:30][CH3:31])[C:28]2[C:23](=[CH:24][C:25]([F:29])=[CH:26][CH:27]=2)[CH2:22][CH2:21]1)C1C=CC=CC=1, predict the reaction product. The product is: [CH2:30]([C:20]1([C:16]2[C:15]3[C:19](=[C:11]([NH2:10])[CH:12]=[CH:13][CH:14]=3)[NH:18][CH:17]=2)[C:28]2[C:23](=[CH:24][C:25]([F:29])=[CH:26][CH:27]=2)[CH2:22][CH2:21]1)[CH3:31]. (4) Given the reactants [CH2:1]([O:8][C:9]1[CH:10]=[CH:11][C:12]([O:29][CH:30]([CH3:32])[CH3:31])=[C:13]([C:15]2[NH:28][C:18]3=[N:19][C:20]([CH2:23][C:24]([O:26]C)=[O:25])=[CH:21][CH:22]=[C:17]3[N:16]=2)[CH:14]=1)[C:2]1[CH:7]=[CH:6][CH:5]=[CH:4][CH:3]=1.[OH-].[Na+].C(O)(=O)CC(CC(O)=O)(C(O)=O)O, predict the reaction product. The product is: [CH2:1]([O:8][C:9]1[CH:10]=[CH:11][C:12]([O:29][CH:30]([CH3:32])[CH3:31])=[C:13]([C:15]2[NH:28][C:18]3=[N:19][C:20]([CH2:23][C:24]([OH:26])=[O:25])=[CH:21][CH:22]=[C:17]3[N:16]=2)[CH:14]=1)[C:2]1[CH:7]=[CH:6][CH:5]=[CH:4][CH:3]=1. (5) Given the reactants [Cl:1][C:2]1[C:3]2[C:7]([CH:8]=[C:9]([Cl:11])[CH:10]=1)=[N:6][N:5]([CH2:12][C:13](=O)[CH3:14])[CH:4]=2.[Si](OC(C)[CH2:25][N:26]1C=C2C(C=C(Cl)C=C2Cl)=N1)(C(C)(C)C)(C)C.[Si]([O:45][CH:46]([CH3:61])[CH2:47][NH:48][CH2:49][C:50]1[C:55]([N+:56]([O-])=O)=[CH:54][C:53]([Cl:59])=[CH:52][C:51]=1[Cl:60])(C(C)(C)C)(C)C, predict the reaction product. The product is: [NH2:48][C:13]([CH3:14])([CH2:12][N:5]1[CH:4]=[C:3]2[C:7]([CH:8]=[C:9]([Cl:11])[CH:10]=[C:2]2[Cl:1])=[N:6]1)[C:25]#[N:26].[Cl:60][C:51]1[C:50]2[C:55]([CH:54]=[C:53]([Cl:59])[CH:52]=1)=[N:56][N:48]([CH2:47][C:46](=[O:45])[CH3:61])[CH:49]=2. (6) Given the reactants [C:1]([CH:3]=[C:4]1[CH2:9][CH2:8][N:7](C(OC(C)(C)C)=O)[CH2:6][CH2:5]1)#[N:2].[C:17]([OH:23])([C:19]([F:22])([F:21])[F:20])=[O:18], predict the reaction product. The product is: [F:20][C:19]([F:22])([F:21])[C:17]([O-:23])=[O:18].[C:1]([CH:3]=[C:4]1[CH2:9][CH2:8][NH2+:7][CH2:6][CH2:5]1)#[N:2]. (7) Given the reactants [CH2:1]([N:8]1[CH:12]=[CH:11][CH:10]=[C:9]1[C:13]1[N:18]=[C:17](Cl)[N:16]=[C:15](Cl)[N:14]=1)[C:2]1[CH:7]=[CH:6][CH:5]=[CH:4][CH:3]=1.[NH2:21][C:22]1[CH:27]=[CH:26][C:25]([C:28]2[CH:33]=[CH:32][CH:31]=[CH:30][CH:29]=2)=[CH:24][CH:23]=1.C(=O)([O-])[O-].[K+].[K+], predict the reaction product. The product is: [CH2:1]([N:8]1[CH:12]=[CH:11][CH:10]=[C:9]1[C:13]1[N:18]=[C:17]([NH:21][C:22]2[CH:23]=[CH:24][C:25]([C:28]3[CH:33]=[CH:32][CH:31]=[CH:30][CH:29]=3)=[CH:26][CH:27]=2)[N:16]=[C:15]([NH:21][C:22]2[CH:23]=[CH:24][C:25]([C:28]3[CH:33]=[CH:32][CH:31]=[CH:30][CH:29]=3)=[CH:26][CH:27]=2)[N:14]=1)[C:2]1[CH:7]=[CH:6][CH:5]=[CH:4][CH:3]=1.